Dataset: Forward reaction prediction with 1.9M reactions from USPTO patents (1976-2016). Task: Predict the product of the given reaction. (1) Given the reactants C(OC(=O)NC[C:9]1[CH:38]=[CH:37][C:12]2[N:13]([CH2:32][CH2:33][CH:34]([CH3:36])[CH3:35])[C:14]([CH2:16][N:17]3[C:26]4[C:21](=[CH:22][CH:23]=[CH:24][CH:25]=4)[C:20](=[O:27])[N:19]([CH:28]4[CH2:30][CH2:29]4)[C:18]3=[O:31])=[N:15][C:11]=2[CH:10]=1)(C)(C)C.C1(N2C(=O)C3C(=CC=CC=3)NC2=O)CC1.[CH3:55][O:56][C:57](C1C=CC2N(CCC(C)C)C(CCl)=NC=2C=1)=[O:58].Cl, predict the reaction product. The product is: [CH3:55][O:56][C:57]([C:9]1[CH:38]=[CH:37][C:12]2[N:13]([CH2:32][CH2:33][CH:34]([CH3:36])[CH3:35])[C:14]([CH2:16][N:17]3[C:26]4[C:21](=[CH:22][CH:23]=[CH:24][CH:25]=4)[C:20](=[O:27])[N:19]([CH:28]4[CH2:29][CH2:30]4)[C:18]3=[O:31])=[N:15][C:11]=2[CH:10]=1)=[O:58]. (2) Given the reactants [Cl:1][C:2]1[CH:7]=[CH:6][C:5]([C:8]2([C:13]([OH:15])=O)[CH2:12][CH2:11][CH2:10][CH2:9]2)=[CH:4][CH:3]=1.[NH2:16][CH2:17][CH2:18][CH2:19][N:20]1[CH2:25][CH2:24][CH:23]([C:26]2[CH:27]=[C:28]([NH:32][C:33]([CH:35]3[CH2:37][CH2:36]3)=[O:34])[CH:29]=[CH:30][CH:31]=2)[CH2:22][CH2:21]1, predict the reaction product. The product is: [Cl:1][C:2]1[CH:3]=[CH:4][C:5]([C:8]2([C:13]([NH:16][CH2:17][CH2:18][CH2:19][N:20]3[CH2:25][CH2:24][CH:23]([C:26]4[CH:31]=[CH:30][CH:29]=[C:28]([NH:32][C:33]([CH:35]5[CH2:37][CH2:36]5)=[O:34])[CH:27]=4)[CH2:22][CH2:21]3)=[O:15])[CH2:9][CH2:10][CH2:11][CH2:12]2)=[CH:6][CH:7]=1.